From a dataset of Full USPTO retrosynthesis dataset with 1.9M reactions from patents (1976-2016). Predict the reactants needed to synthesize the given product. Given the product [CH3:18][O:19][C:20](=[O:33])[CH2:21][N:22]1[C:30]2[C:25](=[CH:26][C:27]([F:31])=[CH:28][CH:29]=2)[C:24]([CH2:16][C:11]2[S:12][C:13]([Cl:15])=[CH:14][C:10]=2[S:7]([C:1]2[CH:2]=[CH:3][CH:4]=[CH:5][CH:6]=2)(=[O:8])=[O:9])=[C:23]1[CH3:32], predict the reactants needed to synthesize it. The reactants are: [C:1]1([S:7]([C:10]2[CH:14]=[C:13]([Cl:15])[S:12][C:11]=2[CH:16]=O)(=[O:9])=[O:8])[CH:6]=[CH:5][CH:4]=[CH:3][CH:2]=1.[CH3:18][O:19][C:20](=[O:33])[CH2:21][N:22]1[C:30]2[C:25](=[CH:26][C:27]([F:31])=[CH:28][CH:29]=2)[CH:24]=[C:23]1[CH3:32].